Dataset: Full USPTO retrosynthesis dataset with 1.9M reactions from patents (1976-2016). Task: Predict the reactants needed to synthesize the given product. (1) Given the product [CH2:10]([NH:8][CH2:7][CH2:6][C:5]([OH:4])=[O:9])[C:11]1[CH:16]=[CH:15][CH:14]=[CH:13][CH:12]=1, predict the reactants needed to synthesize it. The reactants are: Cl.C([O:4][C:5](=[O:9])[CH2:6][CH2:7][NH2:8])C.[CH:10](=O)[C:11]1[CH:16]=[CH:15][CH:14]=[CH:13][CH:12]=1. (2) Given the product [C:20]([C:18]1[CH:19]=[C:14]2[C:15](=[CH:16][CH:17]=1)[NH:22][C:4](=[O:3])[CH2:5][NH:6]2)#[N:21], predict the reactants needed to synthesize it. The reactants are: C([O:3][C:4](=O)[CH2:5][N:6]([C:14]1[CH:19]=[C:18]([C:20]#[N:21])[CH:17]=[CH:16][C:15]=1[NH2:22])C(OC(C)(C)C)=O)C.Cl.CCOCC. (3) Given the product [CH3:1][S:2][C:3]1[S:4][C:5]([C:8]2[CH:13]=[CH:12][CH:11]=[CH:10][C:9]=2[NH2:14])=[N:6][N:7]=1, predict the reactants needed to synthesize it. The reactants are: [CH3:1][S:2][C:3]1[S:4][C:5]([C:8]2[CH:13]=[CH:12][CH:11]=[CH:10][C:9]=2[N+:14]([O-])=O)=[N:6][N:7]=1.O.[Cl-].[NH4+]. (4) Given the product [Cl:1][C:2]1[CH:7]=[CH:6][C:5]([S:8]([N:11]2[C:20]3[C:15](=[CH:16][CH:17]=[CH:18][CH:19]=3)[CH2:14][CH2:13][CH2:12]2)(=[O:9])=[O:10])=[CH:4][C:3]=1[N:21]1[CH2:30][C:29]2[C:24](=[CH:25][CH:26]=[C:27]([C:31]([OH:33])=[O:32])[CH:28]=2)[NH:23][C:22]1=[O:36], predict the reactants needed to synthesize it. The reactants are: [Cl:1][C:2]1[CH:7]=[CH:6][C:5]([S:8]([N:11]2[C:20]3[C:15](=[CH:16][CH:17]=[CH:18][CH:19]=3)[CH2:14][CH2:13][CH2:12]2)(=[O:10])=[O:9])=[CH:4][C:3]=1[N:21]1[CH2:30][C:29]2[C:24](=[CH:25][CH:26]=[C:27]([C:31]([O:33]CC)=[O:32])[CH:28]=2)[NH:23][C:22]1=[O:36].[OH-].[Na+]. (5) Given the product [CH2:10]([O:17][C:18]1[C:27]2[C:22](=[CH:23][CH:24]=[CH:25][CH:26]=2)[C:21]([CH2:28][CH2:29][OH:30])=[C:20]([N+:34]([O-:36])=[O:35])[CH:19]=1)[C:11]1[CH:16]=[CH:15][CH:14]=[CH:13][CH:12]=1, predict the reactants needed to synthesize it. The reactants are: CC(C[AlH]CC(C)C)C.[CH2:10]([O:17][C:18]1[C:27]2[C:22](=[CH:23][CH:24]=[CH:25][CH:26]=2)[C:21]([CH2:28][C:29](OCC)=[O:30])=[C:20]([N+:34]([O-:36])=[O:35])[CH:19]=1)[C:11]1[CH:16]=[CH:15][CH:14]=[CH:13][CH:12]=1.N#N.Cl.